Dataset: Forward reaction prediction with 1.9M reactions from USPTO patents (1976-2016). Task: Predict the product of the given reaction. (1) Given the reactants [OH:1][CH2:2][C:3]1[CH:4]=[C:5]([OH:9])[CH:6]=[CH:7][CH:8]=1.I[CH:11]([CH3:13])[CH3:12].C([O-])([O-])=O.[K+].[K+].C1OCCOCCOCCOCCOCCOC1, predict the reaction product. The product is: [CH:11]([O:9][C:5]1[CH:4]=[C:3]([CH2:2][OH:1])[CH:8]=[CH:7][CH:6]=1)([CH3:13])[CH3:12]. (2) Given the reactants [Cl-].[Al+3].[Cl-].[Cl-].[C:5](Cl)(=[O:8])[CH2:6][CH3:7].[S:10]1[CH:14]=[CH:13][N:12]2[CH:15]=[N:16][CH:17]=[C:11]12.C(=O)([O-])[O-].[Na+].[Na+].S([O-])([O-])(=O)=O.[Na+].[Na+], predict the reaction product. The product is: [C:5]([C:17]1[N:16]=[CH:15][N:12]2[CH:13]=[CH:14][S:10][C:11]=12)(=[O:8])[CH2:6][CH3:7]. (3) Given the reactants [C:1]([O:9][CH2:10][CH2:11][CH2:12][CH2:13][N:14]1[CH:18]=[C:17]([C:19]([OH:21])=O)[N:16]=[N:15]1)(=[O:8])[C:2]1[CH:7]=[CH:6][CH:5]=[CH:4][CH:3]=1.CN(C(ON1N=NC2C=CC=NC1=2)=[N+](C)C)C.F[P-](F)(F)(F)(F)F.CCN(C(C)C)C(C)C.[N:55]1[CH:60]=[CH:59][CH:58]=[CH:57][C:56]=1[CH2:61][NH2:62], predict the reaction product. The product is: [C:1]([O:9][CH2:10][CH2:11][CH2:12][CH2:13][N:14]1[CH:18]=[C:17]([C:19](=[O:21])[NH:62][CH2:61][C:56]2[CH:57]=[CH:58][CH:59]=[CH:60][N:55]=2)[N:16]=[N:15]1)(=[O:8])[C:2]1[CH:3]=[CH:4][CH:5]=[CH:6][CH:7]=1. (4) Given the reactants Cl.[NH2:2][CH2:3][C:4](=[O:10])[CH2:5][CH2:6][C:7]([OH:9])=[O:8].[P:11](=[O:15])([OH:14])([OH:13])[OH:12].C(N(CC)CC)C.C(O)C, predict the reaction product. The product is: [P:11]([OH:15])([OH:14])([OH:13])=[O:12].[NH2:2][CH2:3][C:4](=[O:10])[CH2:5][CH2:6][C:7]([OH:9])=[O:8].